Dataset: Experimentally validated miRNA-target interactions with 360,000+ pairs, plus equal number of negative samples. Task: Binary Classification. Given a miRNA mature sequence and a target amino acid sequence, predict their likelihood of interaction. (1) The miRNA is mmu-miR-3082-5p with sequence GACAGAGUGUGUGUGUCUGUGU. The protein sequence of the target gene is MAKQYDSVECPFCDEVTKYEKLAKIGQGTFGEVFKAKHRQTGQKVALKKVLMENEKEGFPITALREIKILQLLKHENVVNLIEICRTKASPYNRCKGSIYLVFDFCEHDLAGLLSNVLVKFTLSEIKRVMQMLLNGLYYIHRNKILHRDMKAANVLITRDGVLKLADFGLARAFSLAKNSQPNRYTNRVVTLWYRPPELLLGERDYGPPIDLWGAGCIMAEMWTRSPIMQGNTEQHQLALISQLCGSITPEVWPNVDKYELFEKLELVKGQKRKVKDRLKAYVRDPYALDLIDKLLVLDP.... Result: 0 (no interaction). (2) The miRNA is hsa-miR-4755-5p with sequence UUUCCCUUCAGAGCCUGGCUUU. The protein sequence of the target gene is MQAALEVTARYCGRELEQYGQCVAAKPESWQRDCHYLKMSIAQCTSSHPIIRQIRQACAQPFEAFEECLRQNEAAVGNCAEHMRRFLQCAEQVQPPRSPATVEAQPLPAS. Result: 1 (interaction). (3) Result: 0 (no interaction). The protein sequence of the target gene is MKWCWGPVLLIAGATVLMEGLQAAQRACGQRGPGPPKPQEGNTVPGEWPWQASVRRQGAHICSGSLVADTWVLTAAHCFEKAAATELNSWSVVLGSLQREGLSPGAEEVGVAALQLPRAYNHYSQGSDLALLQLAHPTTHTPLCLPQPAHRFPFGASCWATGWDQDTSDAPGTLRNLRLRLISRPTCNCIYNQLHQRHLSNPARPGMLCGGPQPGVQGPCQGDSGGPVLCLEPDGHWVQAGIISFASSCAQEDAPVLLTNTAAHSSWLQARVQGAAFLAQSPETPEMSDEDSCVACGSLR.... The miRNA is hsa-miR-500b-5p with sequence AAUCCUUGCUACCUGGGU. (4) The miRNA is hsa-miR-2277-5p with sequence AGCGCGGGCUGAGCGCUGCCAGUC. The protein sequence of the target gene is MKFTVVAAALLLLCAVRAEEEDKKEDVGTVVGIDLGTTYSCVGVFKNGRVEIIANDQGNRITPSYVAFTPEGERLIGDAAKNQLTSNPENTVFDAKRLIGRTWNDPSVQQDIKFLPFKVVEKKTKPYIQVDIGGGQTKTFAPEEISAMVLTKMKETAEAYLGKKVTHAVVTVPAYFNDAQRQATKDAGTIAGLNVMRIINEPTAAAIAYGLDKREGEKNILVFDLGGGTFDVSLLTIDNGVFEVVATNGDTHLGGEDFDQRVMEHFIKLYKKKTGKDVRKDNRAVQKLRREVEKAKRALS.... Result: 0 (no interaction). (5) The miRNA is mmu-miR-365-3p with sequence UAAUGCCCCUAAAAAUCCUUAU. The protein sequence of the target gene is MGAEWELGAEAGGSLLLCAALLAAGCALGLRLGRGQGAADRGALIWLCYDALVHFALEGPFVYLSLVGNVANSDGLIASLWKEYGKADARWVYFDPTIVSVEILTVALDGSLALFLIYAIVKEKYYRHFLQITLCVCELYGCWMTFLPEWLTRSPNLNTSNWLYCWLYLFFFNGVWVLIPGLLLWQSWLELKKMHQKETSSVKKFQ. Result: 0 (no interaction). (6) The miRNA is hsa-miR-550a-5p with sequence AGUGCCUGAGGGAGUAAGAGCCC. The protein sequence of the target gene is MAWRGWAQRGWGCGQAWGASVGGRSCEELTAVLTPPQLLGRRFNFFIQQKCGFRKAPRKVEPRRSDPGTSGEAYKRSALIPPVEETVFYPSPYPIRSLIKPLFFTVGFTGCAFGSAAIWQYESLKSRVQSYFDGIKADWLDSIRPQKEGDFRKEINKWWNNLSDGQRTVTGIIAANVLVFCLWRVPSLQRTMIRYFTSNPASKVLCSPMLLSTFSHFSLFHMAANMYVLWSFSSSIVNILGQEQFMAVYLSAGVISNFVSYVGKVATGRYGPSLGASGAIMTVLAAVCTKIPEGRLAIIF.... Result: 0 (no interaction). (7) The miRNA is hsa-miR-193b-3p with sequence AACUGGCCCUCAAAGUCCCGCU. The protein sequence of the target gene is METAEKECGALGGLFQAIVNDMKSSYPIWEDFNSKAAKLHSQLRTTVLAAVAFLDAFQKVADMATNTRGATRDIGSALTRMCMRHRSIETKLRQFTNALLESLINPLQERIEDWKKSANQLDKDHAKEYKRARHEIKKKSSDTLKLQKKARKGKGDLQPQLDSALQDVNDMYLLLEETEKQAVRRALIEERGRFCTFITFLQPVVNGELTMLGEITHLQGIIDDLVVLTADPHKLPPASEQVIKDLKGSDYSWSYQTPPSSPSSSNSRKSSMCSLAQPATTRLSSVSSHDSGFVSQDPTY.... Result: 0 (no interaction).